This data is from Reaction yield outcomes from USPTO patents with 853,638 reactions. The task is: Predict the reaction yield, written as a fraction of the theoretical maximum amount of product (1.0 means a 100% yield; for example, 0.34 means a 34% yield). (1) The reactants are Cl[C:2]1[C:11]2[C:6](=[CH:7][C:8]([O:16][CH2:17][CH2:18][Cl:19])=[CH:9][C:10]=2[O:12][CH:13]([CH3:15])[CH3:14])[N:5]=[CH:4][N:3]=1.[NH2:20][C:21]1[C:26]([Cl:27])=[CH:25][N:24]=[C:23]2[O:28][CH2:29][O:30][C:22]=12. No catalyst specified. The product is [Cl:19][CH2:18][CH2:17][O:16][C:8]1[CH:7]=[C:6]2[C:11]([C:2]([NH:20][C:21]3[C:26]([Cl:27])=[CH:25][N:24]=[C:23]4[O:28][CH2:29][O:30][C:22]=34)=[N:3][CH:4]=[N:5]2)=[C:10]([O:12][CH:13]([CH3:15])[CH3:14])[CH:9]=1. The yield is 0.860. (2) The reactants are [C:1]1([CH:7]2[CH2:10][C:9](=O)[CH2:8]2)[CH:6]=[CH:5][CH:4]=[CH:3][CH:2]=1.[NH2:12][OH:13].O. The catalyst is C(O)C.CCOC(C)=O. The product is [C:1]1([CH:7]2[CH2:10][C:9](=[N:12][OH:13])[CH2:8]2)[CH:6]=[CH:5][CH:4]=[CH:3][CH:2]=1. The yield is 0.765. (3) The reactants are Br[C:2]1[CH:3]=[C:4]2[C@:15]3([CH2:19][S:18][C:17]([NH:20][C:21](=[O:27])[O:22][C:23]([CH3:26])([CH3:25])[CH3:24])=[N:16]3)[C:14]3[C:9](=[CH:10][CH:11]=[C:12]([C:28]#[C:29][C:30]4([CH3:34])[CH2:33][O:32][CH2:31]4)[CH:13]=3)[O:8][C:5]2=[N:6][CH:7]=1.[CH3:35][C:36]1[N:41]=[CH:40][C:39](B(O)O)=[CH:38][CH:37]=1.C(=O)([O-])[O-].[K+].[K+]. The product is [CH3:34][C:30]1([C:29]#[C:28][C:12]2[CH:13]=[C:14]3[C@@:15]4([CH2:19][S:18][C:17]([NH:20][C:21](=[O:27])[O:22][C:23]([CH3:25])([CH3:24])[CH3:26])=[N:16]4)[C:4]4[C:5](=[N:6][CH:7]=[C:2]([C:39]5[CH:40]=[N:41][C:36]([CH3:35])=[CH:37][CH:38]=5)[CH:3]=4)[O:8][C:9]3=[CH:10][CH:11]=2)[CH2:31][O:32][CH2:33]1. No catalyst specified. The yield is 0.489.